Predict which catalyst facilitates the given reaction. From a dataset of Catalyst prediction with 721,799 reactions and 888 catalyst types from USPTO. (1) Reactant: [F:1][C:2]([F:7])([F:6])[C:3]([OH:5])=[O:4].[CH:8]1([C@H:14]([NH:22][C:23]([C:25]2[CH:30]=[CH:29][C:28]([C:31]3[CH:36]=[CH:35][C:34]([CH2:37]O)=[CH:33][CH:32]=3)=[CH:27][C:26]=2[NH:39][C:40]([NH:42][C:43]2[C:48]([CH3:49])=[CH:47][C:46]([CH3:50])=[CH:45][C:44]=2[CH3:51])=[O:41])=[O:24])[C:15]([O:17]C(C)(C)C)=[O:16])[CH2:13][CH2:12][CH2:11][CH2:10][CH2:9]1. Product: [CH:8]1([C@H:14]([NH:22][C:23]([C:25]2[CH:30]=[CH:29][C:28]([C:31]3[CH:36]=[CH:35][C:34]([CH2:37][O:4][C:3](=[O:5])[C:2]([F:7])([F:6])[F:1])=[CH:33][CH:32]=3)=[CH:27][C:26]=2[NH:39][C:40]([NH:42][C:43]2[C:48]([CH3:49])=[CH:47][C:46]([CH3:50])=[CH:45][C:44]=2[CH3:51])=[O:41])=[O:24])[C:15]([OH:17])=[O:16])[CH2:13][CH2:12][CH2:11][CH2:10][CH2:9]1. The catalyst class is: 4. (2) Reactant: [N:1]([C:4]1([C:15]2[CH:20]=[CH:19][C:18]([CH:21]([CH3:23])[CH3:22])=[CH:17][C:16]=2[O:24][CH3:25])[C:12](=[O:13])[C:11]2[C:6](=[CH:7][CH:8]=[CH:9][CH:10]=2)[C:5]1=[O:14])=[N+]=[N-].C1(P(C2C=CC=CC=2)C2C=CC=CC=2)C=CC=CC=1. Product: [NH2:1][C:4]1([C:15]2[CH:20]=[CH:19][C:18]([CH:21]([CH3:23])[CH3:22])=[CH:17][C:16]=2[O:24][CH3:25])[C:12](=[O:13])[C:11]2[C:6](=[CH:7][CH:8]=[CH:9][CH:10]=2)[C:5]1=[O:14]. The catalyst class is: 5. (3) Reactant: C([O:3][C:4]([C:6]1[CH:7]=[N:8][N:9]([C:12]2[CH:17]=[CH:16][CH:15]=[CH:14][CH:13]=2)[C:10]=1[Cl:11])=[O:5])C.[OH-].[Li+].CO.Cl. Product: [Cl:11][C:10]1[N:9]([C:12]2[CH:17]=[CH:16][CH:15]=[CH:14][CH:13]=2)[N:8]=[CH:7][C:6]=1[C:4]([OH:5])=[O:3]. The catalyst class is: 30. (4) Reactant: [NH2:1][C:2]1[CH:7]=[CH:6][CH:5]=[C:4]([Br:8])[C:3]=1[NH:9][C:10](=[O:12])[CH3:11].[C:13](Cl)(Cl)=[O:14]. Product: [C:10]([N:9]1[C:3]2[C:4]([Br:8])=[CH:5][CH:6]=[CH:7][C:2]=2[NH:1][C:13]1=[O:14])(=[O:12])[CH3:11]. The catalyst class is: 10.